From a dataset of Catalyst prediction with 721,799 reactions and 888 catalyst types from USPTO. Predict which catalyst facilitates the given reaction. (1) Product: [NH2:8][C@H:9]([CH2:30][C:31]1[CH:36]=[CH:35][C:34]([Cl:37])=[CH:33][CH:32]=1)[C:10]([NH:12][N:13]1[CH2:17][CH2:16][C@@H:15]([N:18]([CH:24]2[CH2:29][CH2:28][CH2:27][CH2:26][CH2:25]2)[C:19](=[O:23])[CH:20]([CH3:22])[CH3:21])[CH2:14]1)=[O:11].[C:38]([OH:44])([C:40]([F:43])([F:42])[F:41])=[O:39]. The catalyst class is: 2. Reactant: C([NH:8][C@H:9]([CH2:30][C:31]1[CH:36]=[CH:35][C:34]([Cl:37])=[CH:33][CH:32]=1)[C:10]([NH:12][N:13]1[CH2:17][CH2:16][C@@H:15]([N:18]([CH:24]2[CH2:29][CH2:28][CH2:27][CH2:26][CH2:25]2)[C:19](=[O:23])[CH:20]([CH3:22])[CH3:21])[CH2:14]1)=[O:11])(OC(C)(C)C)=O.[C:38]([OH:44])([C:40]([F:43])([F:42])[F:41])=[O:39]. (2) Reactant: [Cl:1][C:2]1[N:3]=[N:4][C:5]([NH2:8])=[CH:6][CH:7]=1.CO[C:11](OC)([N:13]([CH3:15])[CH3:14])[CH3:12]. Product: [Cl:1][C:2]1[N:3]=[N:4][C:5](/[N:8]=[C:11](/[N:13]([CH3:15])[CH3:14])\[CH3:12])=[CH:6][CH:7]=1. The catalyst class is: 11. (3) Reactant: Br[C:2]1[CH:7]=[CH:6][C:5]([NH:8][CH:9]([C:11]2[CH:16]=[CH:15][CH:14]=[CH:13][CH:12]=2)[CH3:10])=[CH:4][CH:3]=1.[B:17]1([B:17]2[O:21][C:20]([CH3:23])([CH3:22])[C:19]([CH3:25])([CH3:24])[O:18]2)[O:21][C:20]([CH3:23])([CH3:22])[C:19]([CH3:25])([CH3:24])[O:18]1.ClCCl.C([O-])(=O)C.[K+]. Product: [C:11]1([CH:9]([NH:8][C:5]2[CH:6]=[CH:7][C:2]([B:17]3[O:21][C:20]([CH3:23])([CH3:22])[C:19]([CH3:25])([CH3:24])[O:18]3)=[CH:3][CH:4]=2)[CH3:10])[CH:16]=[CH:15][CH:14]=[CH:13][CH:12]=1. The catalyst class is: 9.